Dataset: Reaction yield outcomes from USPTO patents with 853,638 reactions. Task: Predict the reaction yield, written as a fraction of the theoretical maximum amount of product (1.0 means a 100% yield; for example, 0.34 means a 34% yield). The catalyst is CS(C)=O. The product is [Cl:1][C:2]1[C:3]([NH:12][CH2:13][C:14](=[O:19])[CH2:15][CH:16]([CH3:17])[CH3:18])=[N:4][C:5]2[C:10]([N:11]=1)=[CH:9][CH:8]=[CH:7][CH:6]=2. The yield is 0.610. The reactants are [Cl:1][C:2]1[C:3]([NH:12][CH2:13][CH:14]([OH:19])[CH2:15][CH:16]([CH3:18])[CH3:17])=[N:4][C:5]2[C:10]([N:11]=1)=[CH:9][CH:8]=[CH:7][CH:6]=2.CCN(CC)CC.N#N.